Dataset: Full USPTO retrosynthesis dataset with 1.9M reactions from patents (1976-2016). Task: Predict the reactants needed to synthesize the given product. (1) Given the product [CH3:42][S:39]([C:36]1[CH:37]=[CH:38][C:33]([C:32]2[N:26]3[C:27]([CH:28]=[N:29][C:24]([N:5]4[C:18]5[CH:13]=[CH:12][N:6]=[CH:7][C:8]=5[N:9]=[CH:4]4)=[N:25]3)=[CH:30][CH:31]=2)=[CH:34][CH:35]=1)(=[O:41])=[O:40], predict the reactants needed to synthesize it. The reactants are: CS([C:4]1[N:9]=[CH:8][C:7]2=CC=[C:12]([C:13]3[CH:18]=CC=CC=3OC)[N:6]2[N:5]=1)=O.CS([C:24]1[N:29]=[CH:28][C:27]2=[CH:30][CH:31]=[C:32]([C:33]3[CH:38]=[CH:37][C:36]([S:39]([CH3:42])(=[O:41])=[O:40])=[CH:35][CH:34]=3)[N:26]2[N:25]=1)=O. (2) Given the product [OH:30][C:27]1([CH2:31][CH2:32][N:33]2[CH2:38][CH2:37][C@H:36]([OH:39])[C@@H:35]([CH3:40])[CH2:34]2)[CH2:28][CH2:29][CH:24]([NH:23][C:20]([C:14]2[NH:15][C:16]3[C:12]([CH:13]=2)=[C:11]([O:10][CH2:9][C:6]2[CH:7]=[N:8][C:3]([O:2][CH3:1])=[CH:4][CH:5]=2)[CH:19]=[CH:18][CH:17]=3)=[O:22])[CH2:25][CH2:26]1, predict the reactants needed to synthesize it. The reactants are: [CH3:1][O:2][C:3]1[N:8]=[CH:7][C:6]([CH2:9][O:10][C:11]2[CH:19]=[CH:18][CH:17]=[C:16]3[C:12]=2[CH:13]=[C:14]([C:20]([OH:22])=O)[NH:15]3)=[CH:5][CH:4]=1.[NH2:23][CH:24]1[CH2:29][CH2:28][C:27]([CH2:31][CH2:32][N:33]2[CH2:38][CH2:37][C@H:36]([OH:39])[C@@H:35]([CH3:40])[CH2:34]2)([OH:30])[CH2:26][CH2:25]1.